This data is from Forward reaction prediction with 1.9M reactions from USPTO patents (1976-2016). The task is: Predict the product of the given reaction. Given the reactants [O:1]1[C:5]2[CH:6]=[CH:7][C:8]([CH2:10][N:11]3[C:23](=[O:24])[C:22]4[C:13](=[C:14]([OH:33])[C:15]5[N:16]=[CH:17][CH:18]=[N:19][C:20]=5[C:21]=4OS(C(F)(F)F)(=O)=O)[C:12]3=[O:34])=[CH:9][C:4]=2[O:3][CH2:2]1.CCN(CC)CC, predict the reaction product. The product is: [O:1]1[C:5]2[CH:6]=[CH:7][C:8]([CH2:10][N:11]3[C:12](=[O:34])[C:13]4[C:22](=[CH:21][C:20]5[N:19]=[CH:18][CH:17]=[N:16][C:15]=5[C:14]=4[OH:33])[C:23]3=[O:24])=[CH:9][C:4]=2[O:3][CH2:2]1.